Dataset: NCI-60 drug combinations with 297,098 pairs across 59 cell lines. Task: Regression. Given two drug SMILES strings and cell line genomic features, predict the synergy score measuring deviation from expected non-interaction effect. (1) Drug 2: CC1C(C(CC(O1)OC2CC(CC3=C2C(=C4C(=C3O)C(=O)C5=C(C4=O)C(=CC=C5)OC)O)(C(=O)CO)O)N)O.Cl. Synergy scores: CSS=24.0, Synergy_ZIP=-0.786, Synergy_Bliss=-0.427, Synergy_Loewe=-20.0, Synergy_HSA=-1.52. Cell line: A549. Drug 1: CCN(CC)CCNC(=O)C1=C(NC(=C1C)C=C2C3=C(C=CC(=C3)F)NC2=O)C. (2) Drug 1: CC1=C(C=C(C=C1)NC2=NC=CC(=N2)N(C)C3=CC4=NN(C(=C4C=C3)C)C)S(=O)(=O)N.Cl. Drug 2: CC(CN1CC(=O)NC(=O)C1)N2CC(=O)NC(=O)C2. Cell line: EKVX. Synergy scores: CSS=8.40, Synergy_ZIP=-2.28, Synergy_Bliss=-2.50, Synergy_Loewe=-3.11, Synergy_HSA=-3.13. (3) Drug 1: CCC1(CC2CC(C3=C(CCN(C2)C1)C4=CC=CC=C4N3)(C5=C(C=C6C(=C5)C78CCN9C7C(C=CC9)(C(C(C8N6C=O)(C(=O)OC)O)OC(=O)C)CC)OC)C(=O)OC)O.OS(=O)(=O)O. Drug 2: COCCOC1=C(C=C2C(=C1)C(=NC=N2)NC3=CC=CC(=C3)C#C)OCCOC.Cl. Cell line: DU-145. Synergy scores: CSS=5.47, Synergy_ZIP=-0.0715, Synergy_Bliss=6.42, Synergy_Loewe=1.18, Synergy_HSA=1.82. (4) Drug 1: C1=CC(=C2C(=C1NCCNCCO)C(=O)C3=C(C=CC(=C3C2=O)O)O)NCCNCCO. Drug 2: CC1=C(C(CCC1)(C)C)C=CC(=CC=CC(=CC(=O)O)C)C. Cell line: HCT116. Synergy scores: CSS=28.0, Synergy_ZIP=-5.31, Synergy_Bliss=-9.56, Synergy_Loewe=-36.8, Synergy_HSA=-9.23. (5) Drug 1: CCC1=CC2CC(C3=C(CN(C2)C1)C4=CC=CC=C4N3)(C5=C(C=C6C(=C5)C78CCN9C7C(C=CC9)(C(C(C8N6C)(C(=O)OC)O)OC(=O)C)CC)OC)C(=O)OC.C(C(C(=O)O)O)(C(=O)O)O. Synergy scores: CSS=48.1, Synergy_ZIP=5.20, Synergy_Bliss=7.53, Synergy_Loewe=-24.0, Synergy_HSA=4.56. Drug 2: CS(=O)(=O)CCNCC1=CC=C(O1)C2=CC3=C(C=C2)N=CN=C3NC4=CC(=C(C=C4)OCC5=CC(=CC=C5)F)Cl. Cell line: SW-620. (6) Drug 1: C1=C(C(=O)NC(=O)N1)F. Drug 2: CN(C)C1=NC(=NC(=N1)N(C)C)N(C)C. Cell line: RPMI-8226. Synergy scores: CSS=69.5, Synergy_ZIP=-11.5, Synergy_Bliss=-26.5, Synergy_Loewe=-36.8, Synergy_HSA=-29.3.